This data is from Forward reaction prediction with 1.9M reactions from USPTO patents (1976-2016). The task is: Predict the product of the given reaction. (1) The product is: [N:7]1([Si:2]2([N:7]3[CH2:11][CH2:10][CH2:9][CH2:8]3)[CH2:5][CH2:4][CH2:3]2)[CH2:11][CH2:10][CH2:9][CH2:8]1. Given the reactants Cl[Si:2]1(Cl)[CH2:5][CH2:4][CH2:3]1.[NH:7]1[CH2:11][CH2:10][CH2:9][CH2:8]1, predict the reaction product. (2) Given the reactants [Si:1]([O:8][C:9]1[C:10]([F:24])=[C:11]([C:16]([CH2:22][CH3:23])=[CH:17][C:18]([O:20][CH3:21])=[O:19])[CH:12]=[C:13]([F:15])[CH:14]=1)([C:4]([CH3:7])([CH3:6])[CH3:5])([CH3:3])[CH3:2], predict the reaction product. The product is: [Si:1]([O:8][C:9]1[C:10]([F:24])=[C:11]([CH:16]([CH2:22][CH3:23])[CH2:17][C:18]([O:20][CH3:21])=[O:19])[CH:12]=[C:13]([F:15])[CH:14]=1)([C:4]([CH3:7])([CH3:6])[CH3:5])([CH3:3])[CH3:2].